This data is from Peptide-MHC class I binding affinity with 185,985 pairs from IEDB/IMGT. The task is: Regression. Given a peptide amino acid sequence and an MHC pseudo amino acid sequence, predict their binding affinity value. This is MHC class I binding data. (1) The peptide sequence is EEDEGEELF. The MHC is HLA-B57:01 with pseudo-sequence HLA-B57:01. The binding affinity (normalized) is 0.0847. (2) The peptide sequence is LLWAARPRL. The MHC is HLA-A29:02 with pseudo-sequence HLA-A29:02. The binding affinity (normalized) is 0.172. (3) The peptide sequence is APYVYQRL. The MHC is H-2-Kb with pseudo-sequence H-2-Kb. The binding affinity (normalized) is 0.767.